From a dataset of NCI-60 drug combinations with 297,098 pairs across 59 cell lines. Regression. Given two drug SMILES strings and cell line genomic features, predict the synergy score measuring deviation from expected non-interaction effect. (1) Drug 1: C1CC(=O)NC(=O)C1N2CC3=C(C2=O)C=CC=C3N. Drug 2: CNC(=O)C1=NC=CC(=C1)OC2=CC=C(C=C2)NC(=O)NC3=CC(=C(C=C3)Cl)C(F)(F)F. Cell line: NCIH23. Synergy scores: CSS=30.4, Synergy_ZIP=-1.56, Synergy_Bliss=2.43, Synergy_Loewe=-8.57, Synergy_HSA=3.04. (2) Drug 1: C1=CC=C(C(=C1)C(C2=CC=C(C=C2)Cl)C(Cl)Cl)Cl. Drug 2: COC1=NC(=NC2=C1N=CN2C3C(C(C(O3)CO)O)O)N. Cell line: SR. Synergy scores: CSS=1.69, Synergy_ZIP=0.981, Synergy_Bliss=2.35, Synergy_Loewe=-2.55, Synergy_HSA=-1.47. (3) Drug 1: CC(CN1CC(=O)NC(=O)C1)N2CC(=O)NC(=O)C2. Drug 2: COCCOC1=C(C=C2C(=C1)C(=NC=N2)NC3=CC=CC(=C3)C#C)OCCOC.Cl. Cell line: MDA-MB-231. Synergy scores: CSS=13.8, Synergy_ZIP=-4.49, Synergy_Bliss=1.22, Synergy_Loewe=0.923, Synergy_HSA=1.82. (4) Drug 1: CN(C)N=NC1=C(NC=N1)C(=O)N. Drug 2: C1CN1P(=S)(N2CC2)N3CC3. Cell line: KM12. Synergy scores: CSS=15.0, Synergy_ZIP=-0.799, Synergy_Bliss=-0.325, Synergy_Loewe=3.25, Synergy_HSA=3.48. (5) Drug 1: CC12CCC3C(C1CCC2=O)CC(=C)C4=CC(=O)C=CC34C. Drug 2: C1CNP(=O)(OC1)N(CCCl)CCCl. Cell line: CAKI-1. Synergy scores: CSS=7.05, Synergy_ZIP=3.75, Synergy_Bliss=4.15, Synergy_Loewe=-22.2, Synergy_HSA=0.0203. (6) Drug 1: CC1=C(N=C(N=C1N)C(CC(=O)N)NCC(C(=O)N)N)C(=O)NC(C(C2=CN=CN2)OC3C(C(C(C(O3)CO)O)O)OC4C(C(C(C(O4)CO)O)OC(=O)N)O)C(=O)NC(C)C(C(C)C(=O)NC(C(C)O)C(=O)NCCC5=NC(=CS5)C6=NC(=CS6)C(=O)NCCC[S+](C)C)O. Drug 2: C1=CC=C(C(=C1)C(C2=CC=C(C=C2)Cl)C(Cl)Cl)Cl. Cell line: NCI-H460. Synergy scores: CSS=17.2, Synergy_ZIP=11.1, Synergy_Bliss=18.2, Synergy_Loewe=-26.4, Synergy_HSA=-2.21.